From a dataset of Catalyst prediction with 721,799 reactions and 888 catalyst types from USPTO. Predict which catalyst facilitates the given reaction. (1) Reactant: [C:1]([NH:14][C@H:15]([C:21]([OH:23])=O)[CH2:16][CH2:17][C:18](=[O:20])[NH2:19])(=[O:13])[CH2:2][CH2:3][CH2:4][CH2:5][CH2:6][CH2:7][CH2:8][CH2:9][CH2:10][CH2:11][CH3:12].ON1C2C=CC=CC=2N=N1.C(N=C=NC(C)C)(C)C. Product: [C:1]([NH:14][CH:15]1[CH2:16][CH2:17][C:18](=[O:20])[NH:19][C:21]1=[O:23])(=[O:13])[CH2:2][CH2:3][CH2:4][CH2:5][CH2:6][CH2:7][CH2:8][CH2:9][CH2:10][CH2:11][CH3:12]. The catalyst class is: 9. (2) Reactant: [Br:1][C:2]1[CH:7]=[CH:6][C:5]([NH:8][C:9]([C:11]2[N:12](COCC[Si](C)(C)C)[C:13]([C:18]([OH:21])([CH3:20])[CH3:19])=[C:14]([C:16]#[N:17])[N:15]=2)=[O:10])=[C:4]([C:30]2[CH2:35][CH2:34][CH2:33][CH2:32][CH:31]=2)[CH:3]=1.[F-].CCOC(C)=O. Product: [Br:1][C:2]1[CH:7]=[CH:6][C:5]([NH:8][C:9]([C:11]2[NH:12][C:13]([C:18]([OH:21])([CH3:20])[CH3:19])=[C:14]([C:16]#[N:17])[N:15]=2)=[O:10])=[C:4]([C:30]2[CH2:35][CH2:34][CH2:33][CH2:32][CH:31]=2)[CH:3]=1. The catalyst class is: 1. (3) Reactant: O[Li].O.[C:4]([O:8][C:9]([N:11]([CH3:46])[C@@H:12]([CH3:45])[C:13]([NH:15][C@H:16]1[CH2:22][O:21][C:20]2[CH:23]=[CH:24][CH:25]=[CH:26][C:19]=2[N:18]([CH2:27][C:28]2[C:37]([O:38][CH3:39])=[CH:36][CH:35]=[C:34]3[C:29]=2[CH:30]=[CH:31][C:32]([C:40]([O:42]C)=[O:41])=[CH:33]3)[C:17]1=[O:44])=[O:14])=[O:10])([CH3:7])([CH3:6])[CH3:5].OS([O-])(=O)=O.[K+]. Product: [C:4]([O:8][C:9]([N:11]([CH3:46])[C@@H:12]([CH3:45])[C:13]([NH:15][C@H:16]1[CH2:22][O:21][C:20]2[CH:23]=[CH:24][CH:25]=[CH:26][C:19]=2[N:18]([CH2:27][C:28]2[C:37]([O:38][CH3:39])=[CH:36][CH:35]=[C:34]3[C:29]=2[CH:30]=[CH:31][C:32]([C:40]([OH:42])=[O:41])=[CH:33]3)[C:17]1=[O:44])=[O:14])=[O:10])([CH3:6])([CH3:7])[CH3:5]. The catalyst class is: 72. (4) Reactant: C(=NN[C:16]1[CH:17]=[C:18]([CH2:37][N:38]([CH3:40])[CH3:39])[S:19][C:20]=1[CH:21]=[N:22][N:23]=C(C1C=CC=CC=1)C1C=CC=CC=1)(C1C=CC=CC=1)C1C=CC=CC=1.Cl.O.C(=O)([O-])[O-].[Na+].[Na+]. Product: [CH3:40][N:38]([CH3:39])[CH2:37][C:18]1[S:19][C:20]2[CH:21]=[N:22][NH:23][C:16]=2[CH:17]=1. The catalyst class is: 8. (5) Reactant: [OH:1][CH2:2][C:3](=[O:11])[CH2:4][C:5]1[CH:10]=[CH:9][N:8]=[CH:7][CH:6]=1.[CH2:12]([O:14][CH:15](OCC)OCC)[CH3:13].C(OC(=O)C)(=O)C. Product: [CH2:12]([O:14][CH:15]=[C:4]([C:5]1[CH:6]=[CH:7][N:8]=[CH:9][CH:10]=1)[C:3](=[O:11])[CH2:2][OH:1])[CH3:13]. The catalyst class is: 15.